This data is from Forward reaction prediction with 1.9M reactions from USPTO patents (1976-2016). The task is: Predict the product of the given reaction. Given the reactants Cl.[CH:2]1([CH2:5][O:6][C:7]2[CH:12]=[C:11]([F:13])[C:10]([O:14][CH3:15])=[CH:9][C:8]=2[C:16]2[CH:21]=[CH:20][N:19]=[C:18]3[C:22]([C:26]([NH:28][C@H:29]4[C@H:33]([OH:34])[CH2:32][NH:31][CH2:30]4)=[O:27])=[C:23]([CH3:25])[NH:24][C:17]=23)[CH2:4][CH2:3]1.[C:35](Cl)(=[O:37])[CH3:36], predict the reaction product. The product is: [C:35]([N:31]1[CH2:32][C@@H:33]([OH:34])[C@H:29]([NH:28][C:26]([C:22]2[C:18]3=[N:19][CH:20]=[CH:21][C:16]([C:8]4[CH:9]=[C:10]([O:14][CH3:15])[C:11]([F:13])=[CH:12][C:7]=4[O:6][CH2:5][CH:2]4[CH2:4][CH2:3]4)=[C:17]3[NH:24][C:23]=2[CH3:25])=[O:27])[CH2:30]1)(=[O:37])[CH3:36].